Dataset: Forward reaction prediction with 1.9M reactions from USPTO patents (1976-2016). Task: Predict the product of the given reaction. (1) Given the reactants Cl.[Cl:2][C:3]1[CH:8]=[CH:7][C:6]([C:9]([CH:11]2[CH2:16][CH2:15][NH:14][CH2:13][CH2:12]2)=[O:10])=[CH:5][CH:4]=1.C(N(CC)CC)C.Br[CH2:25][C:26]([C:28]1[S:29][CH:30]=[CH:31][CH:32]=1)=[O:27].Cl, predict the reaction product. The product is: [S:29]1[CH:30]=[CH:31][CH:32]=[C:28]1[C:26]([CH2:25][N:14]1[CH2:15][CH2:16][CH:11]([C:9](=[O:10])[C:6]2[CH:7]=[CH:8][C:3]([Cl:2])=[CH:4][CH:5]=2)[CH2:12][CH2:13]1)=[O:27]. (2) The product is: [CH3:1][C:2]1[N:3]([C:17]2[CH:22]=[CH:21][CH:20]=[CH:19][C:18]=2[CH3:23])[C:4]([CH:7]([NH2:15])[CH2:8][C:9]2[CH:14]=[CH:13][CH:12]=[CH:11][CH:10]=2)=[N:5][N:6]=1. Given the reactants [CH3:1][C:2]1[N:3]([C:17]2[CH:22]=[CH:21][CH:20]=[CH:19][C:18]=2[CH3:23])[C:4]([C:7](=[N:15]O)[CH2:8][C:9]2[CH:14]=[CH:13][CH:12]=[CH:11][CH:10]=2)=[N:5][N:6]=1, predict the reaction product. (3) Given the reactants C([O:8][C:9]([C:11]1[N:12]=[C:13]([C:19]2[CH:24]=[CH:23][CH:22]=[CH:21][CH:20]=2)[O:14][C:15]=1[CH:16]([CH3:18])[CH3:17])=[O:10])C1C=CC=CC=1.O1CCCC1.CO.[H-].[OH-].[Li+], predict the reaction product. The product is: [CH:16]([C:15]1[O:14][C:13]([C:19]2[CH:20]=[CH:21][CH:22]=[CH:23][CH:24]=2)=[N:12][C:11]=1[C:9]([OH:10])=[O:8])([CH3:18])[CH3:17]. (4) Given the reactants [F:1][C:2]1[CH:7]=[CH:6][C:5]([C:8]2[C:9](=[O:26])[C:10]([C:23]([OH:25])=O)=[CH:11][N:12]([CH2:14][CH2:15][O:16][CH:17]3[CH2:22][CH2:21][CH2:20][CH2:19][O:18]3)[CH:13]=2)=[CH:4][CH:3]=1.C1C=NC2N(O)N=NC=2C=1.CN(C(ON1N=NC2C=CC=NC1=2)=[N+](C)C)C.F[P-](F)(F)(F)(F)F.CCN(C(C)C)C(C)C.[NH2:70][C:71]1[CH:76]=[CH:75][C:74]([C:77]2[C:78]([NH2:93])=[N:79][CH:80]=[C:81]([C:83]3[CH:88]=[CH:87][C:86]([O:89][CH3:90])=[C:85]([O:91][CH3:92])[CH:84]=3)[CH:82]=2)=[CH:73][CH:72]=1, predict the reaction product. The product is: [NH2:93][C:78]1[C:77]([C:74]2[CH:73]=[CH:72][C:71]([NH:70][C:23]([C:10]3[C:9](=[O:26])[C:8]([C:5]4[CH:6]=[CH:7][C:2]([F:1])=[CH:3][CH:4]=4)=[CH:13][N:12]([CH2:14][CH2:15][O:16][CH:17]4[CH2:22][CH2:21][CH2:20][CH2:19][O:18]4)[CH:11]=3)=[O:25])=[CH:76][CH:75]=2)=[CH:82][C:81]([C:83]2[CH:88]=[CH:87][C:86]([O:89][CH3:90])=[C:85]([O:91][CH3:92])[CH:84]=2)=[CH:80][N:79]=1. (5) Given the reactants [CH:1](=O)[C:2]1[CH:7]=[CH:6][CH:5]=[CH:4][CH:3]=1.C([NH:12][C@@:13]1([C:32](NC(C)(C)C)=[O:33])[CH2:17][C@@H:16]([CH2:18][NH2:19])[CH2:15][C@@H:14]1[CH2:20][CH2:21][CH2:22][B:23]1[O:27]C(C)(C)C(C)(C)[O:24]1)(=O)C.[BH4-].[Na+].C[OH:42], predict the reaction product. The product is: [NH2:12][C@@:13]1([C:32]([OH:33])=[O:42])[CH2:17][C@@H:16]([CH2:18][NH:19][CH2:1][C:2]2[CH:7]=[CH:6][CH:5]=[CH:4][CH:3]=2)[CH2:15][C@@H:14]1[CH2:20][CH2:21][CH2:22][B:23]([OH:24])[OH:27]. (6) Given the reactants [F:1][C:2]1[CH:21]=[CH:20][CH:19]=[CH:18][C:3]=1[CH2:4][N:5]1[C:9]2=[N:10][CH:11]=[CH:12][CH:13]=[C:8]2[C:7]([C:14](=[NH:17])[NH:15][NH2:16])=[N:6]1.[CH3:22][C:23]([CH3:34])([C:28](=O)[C:29](OC)=[O:30])[C:24]([O:26][CH3:27])=[O:25], predict the reaction product. The product is: [F:1][C:2]1[CH:21]=[CH:20][CH:19]=[CH:18][C:3]=1[CH2:4][N:5]1[C:9]2=[N:10][CH:11]=[CH:12][CH:13]=[C:8]2[C:7]([C:14]2[N:15]=[N:16][C:28]([C:23]([CH3:34])([CH3:22])[C:24]([O:26][CH3:27])=[O:25])=[C:29]([OH:30])[N:17]=2)=[N:6]1.